Predict the reactants needed to synthesize the given product. From a dataset of Full USPTO retrosynthesis dataset with 1.9M reactions from patents (1976-2016). (1) Given the product [Br:4][C:5]1[CH:6]=[CH:7][C:8]2[N:9]([N:11]=[C:12]([N:14]([CH3:19])[CH3:15])[N:13]=2)[CH:10]=1, predict the reactants needed to synthesize it. The reactants are: CNC.[Br:4][C:5]1[CH:6]=[CH:7][C:8]2[N:9]([N:11]=[C:12]([N:14]3[CH2:19]COC[CH2:15]3)[N:13]=2)[CH:10]=1. (2) Given the product [C:18]1([CH2:24][CH2:25][CH2:26]/[CH:27]=[CH:28]/[C:2]2[C:10]3[NH:9][C:8]4[CH:11]5[CH2:17][CH2:16][N:14]([CH2:15][C:7]=4[C:6]=3[CH:5]=[CH:4][CH:3]=2)[CH2:13][CH2:12]5)[CH:23]=[CH:22][CH:21]=[CH:20][CH:19]=1, predict the reactants needed to synthesize it. The reactants are: Br[C:2]1[C:10]2[NH:9][C:8]3[CH:11]4[CH2:17][CH2:16][N:14]([CH2:15][C:7]=3[C:6]=2[CH:5]=[CH:4][CH:3]=1)[CH2:13][CH2:12]4.[C:18]1([CH2:24][CH2:25][CH2:26][CH:27]=[CH:28]B2OC(C)(C)C(C)(C)O2)[CH:23]=[CH:22][CH:21]=[CH:20][CH:19]=1.